From a dataset of Catalyst prediction with 721,799 reactions and 888 catalyst types from USPTO. Predict which catalyst facilitates the given reaction. Reactant: [C:1]1([O:9][CH3:10])[C:2](=[CH:5][CH:6]=[CH:7][CH:8]=1)[O:3][CH3:4].[Li]CCCC.CN(OC)[C:18](=[O:25])[C:19]1[CH:24]=[CH:23][N:22]=[CH:21][CH:20]=1. Product: [CH3:4][O:3][C:2]1[C:1]([O:9][CH3:10])=[CH:8][CH:7]=[CH:6][C:5]=1[C:18]([C:19]1[CH:24]=[CH:23][N:22]=[CH:21][CH:20]=1)=[O:25]. The catalyst class is: 7.